Task: Predict which catalyst facilitates the given reaction.. Dataset: Catalyst prediction with 721,799 reactions and 888 catalyst types from USPTO (1) Reactant: [Cl:1][C:2]1[C:28]([F:29])=[CH:27][CH:26]=[C:25]([F:30])[C:3]=1[CH2:4][N:5]1[C:9]2=[N:10][C:11]([C:14]3[CH:23]=[CH:22][C:17]([C:18]([O:20]C)=[O:19])=[C:16]([F:24])[CH:15]=3)=[CH:12][CH:13]=[C:8]2[N:7]=[N:6]1.[OH-].[Na+].Cl. Product: [Cl:1][C:2]1[C:28]([F:29])=[CH:27][CH:26]=[C:25]([F:30])[C:3]=1[CH2:4][N:5]1[C:9]2=[N:10][C:11]([C:14]3[CH:23]=[CH:22][C:17]([C:18]([OH:20])=[O:19])=[C:16]([F:24])[CH:15]=3)=[CH:12][CH:13]=[C:8]2[N:7]=[N:6]1. The catalyst class is: 200. (2) Reactant: [C:1]([C:5]1[N:9]([CH2:10][CH:11]2[CH2:16][CH2:15][C:14]([F:18])([F:17])[CH2:13][CH2:12]2)[C:8]2[CH:19]=[CH:20][C:21]([C:23]([OH:25])=O)=[CH:22][C:7]=2[N:6]=1)([CH3:4])([CH3:3])[CH3:2].CCN(C(C)C)C(C)C.CN(C(ON1N=NC2C=CC=NC1=2)=[N+](C)C)C.F[P-](F)(F)(F)(F)F.[OH:59][CH:60]1[CH2:65][CH2:64][NH:63][CH2:62][CH2:61]1. Product: [C:1]([C:5]1[N:9]([CH2:10][CH:11]2[CH2:16][CH2:15][C:14]([F:17])([F:18])[CH2:13][CH2:12]2)[C:8]2[CH:19]=[CH:20][C:21]([C:23]([N:63]3[CH2:64][CH2:65][CH:60]([OH:59])[CH2:61][CH2:62]3)=[O:25])=[CH:22][C:7]=2[N:6]=1)([CH3:4])([CH3:2])[CH3:3]. The catalyst class is: 3. (3) Reactant: O.NN.[C:4]([O:8][CH:9]([O:27][C:28]1[CH:29]=[C:30]([N+:72]([O-])=O)[CH:31]=[C:32]([O:53][CH2:54][CH2:55][CH2:56][CH2:57][CH2:58][CH2:59][CH2:60][CH2:61][CH2:62][CH2:63][CH2:64][CH2:65][CH2:66][CH2:67][CH2:68][CH2:69][CH2:70][CH3:71])[C:33]=1[O:34][CH2:35][CH2:36][CH2:37][CH2:38][CH2:39][CH2:40][CH2:41][CH2:42][CH2:43][CH2:44][CH2:45][CH2:46][CH2:47][CH2:48][CH2:49][CH2:50][CH2:51][CH3:52])[CH2:10][CH2:11][CH2:12][CH2:13][CH2:14][CH2:15][CH2:16][CH2:17][CH2:18][CH2:19][CH2:20][CH2:21][CH2:22][CH2:23][CH2:24][CH2:25][CH3:26])(=[O:7])[CH:5]=[CH2:6]. Product: [C:4]([O:8][CH:9]([O:27][C:28]1[CH:29]=[C:30]([CH:31]=[C:32]([O:53][CH2:54][CH2:55][CH2:56][CH2:57][CH2:58][CH2:59][CH2:60][CH2:61][CH2:62][CH2:63][CH2:64][CH2:65][CH2:66][CH2:67][CH2:68][CH2:69][CH2:70][CH3:71])[C:33]=1[O:34][CH2:35][CH2:36][CH2:37][CH2:38][CH2:39][CH2:40][CH2:41][CH2:42][CH2:43][CH2:44][CH2:45][CH2:46][CH2:47][CH2:48][CH2:49][CH2:50][CH2:51][CH3:52])[NH2:72])[CH2:10][CH2:11][CH2:12][CH2:13][CH2:14][CH2:15][CH2:16][CH2:17][CH2:18][CH2:19][CH2:20][CH2:21][CH2:22][CH2:23][CH2:24][CH2:25][CH3:26])(=[O:7])[CH:5]=[CH2:6]. The catalyst class is: 8. (4) Reactant: [Cl:1][C:2]1[CH:7]=[CH:6][C:5]([C:8]2[C:16]3[C:11](=[N:12][CH:13]=[N:14][C:15]=3[NH2:17])[NH:10][N:9]=2)=[CH:4][CH:3]=1.[N:18]1[CH:23]=CC=C[CH:19]=1.[CH3:24]S(Cl)(=O)=O.C(=O)(O)[O-].[Na+]. Product: [Cl:1][C:2]1[CH:7]=[CH:6][C:5]([C:8]2[C:16]3[C:11](=[N:12][CH:13]=[N:14][C:15]=3[N:17]=[CH:19][N:18]([CH3:23])[CH3:24])[NH:10][N:9]=2)=[CH:4][CH:3]=1. The catalyst class is: 35. (5) Reactant: [C:1](N1C=CN=C1)([N:3]1C=CN=C1)=O.[NH2:13][C:14]1[C:22]([F:23])=[CH:21][CH:20]=[CH:19][C:15]=1[C:16](O)=[O:17].CN. Product: [NH2:13][C:14]1[C:22]([F:23])=[CH:21][CH:20]=[CH:19][C:15]=1[C:16]([NH:3][CH3:1])=[O:17]. The catalyst class is: 1. (6) Reactant: [CH:1]1[C:10]2[C:5](=[CH:6][CH:7]=[CH:8][CH:9]=2)[CH:4]=[CH:3][C:2]=1[C:11]1[C:12]2[CH:18]=C(C#N)[S:16][C:13]=2[NH:14][N:15]=1.S(=O)(=O)(O)O.[C:26]([OH:29])(=[O:28])[CH3:27]. Product: [CH:1]1[C:10]2[C:5](=[CH:6][CH:7]=[CH:8][CH:9]=2)[CH:4]=[CH:3][C:2]=1[C:11]1[C:12]2[CH:18]=[C:27]([C:26]([OH:29])=[O:28])[S:16][C:13]=2[NH:14][N:15]=1. The catalyst class is: 6. (7) Reactant: [N+:1]([C:4]1[CH:5]=[C:6]2[C:10](=[CH:11][CH:12]=1)[NH:9][C:8]([CH2:13][C:14]1[CH:19]=[CH:18][C:17]([O:20][C:21]([F:24])([F:23])[F:22])=[CH:16][CH:15]=1)=[CH:7]2)([O-:3])=[O:2].Cl.Cl[CH2:27][CH2:28][N:29]([CH2:32][CH3:33])[CH2:30][CH3:31].C(=O)([O-])[O-].[K+].[K+].CN(C)C=O. Product: [CH2:28]([N:29]([CH2:32][CH3:33])[CH2:30][CH2:31][N:9]1[C:10]2[C:6](=[CH:5][C:4]([N+:1]([O-:3])=[O:2])=[CH:12][CH:11]=2)[CH:7]=[C:8]1[CH2:13][C:14]1[CH:15]=[CH:16][C:17]([O:20][C:21]([F:24])([F:22])[F:23])=[CH:18][CH:19]=1)[CH3:27]. The catalyst class is: 69. (8) Reactant: [CH3:1][C:2]1[NH:6][N:5]=[N:4][N:3]=1.CN(C)C=O.[H-].[Na+].[C:14]([O:18][C:19]([N:21]1[CH2:27][CH2:26][CH2:25][N:24]([C:28]2[N:32]([CH2:33][CH2:34]OS(C)(=O)=O)[C:31]3[CH:40]=[CH:41][CH:42]=[CH:43][C:30]=3[N:29]=2)[CH2:23][CH2:22]1)=[O:20])([CH3:17])([CH3:16])[CH3:15]. Product: [C:14]([O:18][C:19]([N:21]1[CH2:27][CH2:26][CH2:25][N:24]([C:28]2[N:32]([CH2:33][CH2:34][N:3]3[C:2]([CH3:1])=[N:6][N:5]=[N:4]3)[C:31]3[CH:40]=[CH:41][CH:42]=[CH:43][C:30]=3[N:29]=2)[CH2:23][CH2:22]1)=[O:20])([CH3:15])([CH3:16])[CH3:17]. The catalyst class is: 13. (9) Reactant: [N:1]1([C:5]([C:7]2[CH:16]=[CH:15][C:10]([C:11]([O:13]C)=[O:12])=[CH:9][CH:8]=2)=[O:6])[CH2:4][CH2:3][CH2:2]1.[OH-].[Na+].Cl. Product: [N:1]1([C:5]([C:7]2[CH:16]=[CH:15][C:10]([C:11]([OH:13])=[O:12])=[CH:9][CH:8]=2)=[O:6])[CH2:4][CH2:3][CH2:2]1. The catalyst class is: 5.